From a dataset of Forward reaction prediction with 1.9M reactions from USPTO patents (1976-2016). Predict the product of the given reaction. (1) Given the reactants Cl.Cl.[NH2:3][C:4]1[N:9]=[CH:8][N:7]=[C:6]2[N:10]([CH:16]([C:18]3[C:19]([O:31][CH3:32])=[C:20]([CH:27]4[CH2:30][NH:29][CH2:28]4)[C:21]([CH3:26])=[C:22]([CH:25]=3)[C:23]#[N:24])[CH3:17])[N:11]=[C:12]([CH:13]([F:15])[F:14])[C:5]=12.[Si]([O:50][C@@H:51]([CH3:54])[CH:52]=O)(C(C)(C)C)(C1C=CC=CC=1)C1C=CC=CC=1.C(N(CC)CC)C.C(O[BH-](OC(=O)C)OC(=O)C)(=O)C.[Na+].[F-].C([N+](CCCC)(CCCC)CCCC)CCC, predict the reaction product. The product is: [NH2:3][C:4]1[N:9]=[CH:8][N:7]=[C:6]2[N:10]([CH:16]([C:18]3[C:19]([O:31][CH3:32])=[C:20]([CH:27]4[CH2:30][N:29]([CH2:52][C@@H:51]([OH:50])[CH3:54])[CH2:28]4)[C:21]([CH3:26])=[C:22]([CH:25]=3)[C:23]#[N:24])[CH3:17])[N:11]=[C:12]([CH:13]([F:14])[F:15])[C:5]=12. (2) Given the reactants [Cl:1][C:2]1[C:7]([S:8](Cl)(=[O:10])=[O:9])=[CH:6][CH:5]=[CH:4][N:3]=1.[CH3:12][O:13][C:14]1[CH:15]=[C:16]([NH2:22])[CH:17]=[N:18][C:19]=1[O:20][CH3:21].Cl[C:24]1[C:29]([S:30](NC2C=CC(OC)=C(OC)N=2)(=[O:32])=[O:31])=[CH:28][CH:27]=[CH:26][N:25]=1, predict the reaction product. The product is: [Cl:1][C:2]1[C:7]([S:8]([NH:22][C:16]2[CH:17]=[N:18][C:19]([O:20][CH3:21])=[C:14]([O:13][CH3:12])[CH:15]=2)(=[O:10])=[O:9])=[CH:6][CH:5]=[CH:4][N:3]=1.[NH2:3][C:24]1[C:29]([S:30]([NH:22][C:16]2[CH:17]=[N:18][C:19]([O:20][CH3:21])=[C:14]([O:13][CH3:12])[CH:15]=2)(=[O:32])=[O:31])=[CH:28][CH:27]=[CH:26][N:25]=1.